From a dataset of Full USPTO retrosynthesis dataset with 1.9M reactions from patents (1976-2016). Predict the reactants needed to synthesize the given product. (1) Given the product [C:40]([NH:48][CH2:49][C@@H:50]([C@H:55]([OH:57])[CH3:56])[C:51]([O:53][CH3:54])=[O:52])(=[O:47])[C:41]1[CH:42]=[CH:43][CH:44]=[CH:45][CH:46]=1, predict the reactants needed to synthesize it. The reactants are: O=C[C@@H]([C@H]([C@@H]([C@@H](CO)O)O)O)O.CC1C(C)=CC2N(C[C@H](O)[C@H](O)[C@H](O)CO)C3C(=NC=2C=1)C(=O)NC(=O)N=3.[C:40]([NH:48][CH2:49][CH:50]([C:55](=[O:57])[CH3:56])[C:51]([O:53][CH3:54])=[O:52])(=[O:47])[C:41]1[CH:46]=[CH:45][CH:44]=[CH:43][CH:42]=1.[OH-].[Na+]. (2) Given the product [S:1]([OH:5])([OH:4])(=[O:3])=[O:2].[F:6][C:7]1[CH:12]=[CH:11][C:10]([CH2:13][C:14]2[C:23]3[C:18](=[CH:19][CH:20]=[CH:21][CH:22]=3)[C:17](=[O:24])[NH:16][N:15]=2)=[CH:9][C:8]=1[N:25]1[C:29](=[O:30])[CH:28]([CH3:31])[N:27]([CH2:32][CH2:33][N:34]2[CH2:35][CH2:36][CH2:37][CH2:38]2)[C:26]1=[O:39], predict the reactants needed to synthesize it. The reactants are: [S:1](=[O:5])(=[O:4])([OH:3])[OH:2].[F:6][C:7]1[CH:12]=[CH:11][C:10]([CH2:13][C:14]2[C:23]3[C:18](=[CH:19][CH:20]=[CH:21][CH:22]=3)[C:17](=[O:24])[NH:16][N:15]=2)=[CH:9][C:8]=1[N:25]1[C:29](=[O:30])[CH:28]([CH3:31])[N:27]([CH2:32][CH2:33][N:34]2[CH2:38][CH2:37][CH2:36][CH2:35]2)[C:26]1=[O:39]. (3) Given the product [C:17]([C:14]1[CH:13]=[CH:12][C:11]([C:8]2[CH:9]=[CH:10][C:5]([C:1]([CH3:4])([CH3:3])[CH3:2])=[CH:6][CH:7]=2)=[C:16]([N+:25]([O-:27])=[O:26])[CH:15]=1)([CH3:20])([CH3:19])[CH3:18], predict the reactants needed to synthesize it. The reactants are: [C:1]([C:5]1[CH:10]=[CH:9][C:8]([C:11]2[CH:16]=[CH:15][C:14]([C:17]([CH3:20])([CH3:19])[CH3:18])=[CH:13][CH:12]=2)=[CH:7][CH:6]=1)([CH3:4])([CH3:3])[CH3:2].C(O)(=O)C.[N+:25]([O-])([OH:27])=[O:26]. (4) Given the product [O:1]1[C:5]2[CH:6]=[CH:7][CH:8]=[CH:9][C:4]=2[CH:3]=[C:2]1[C:10]([NH:12][C:13]1[C:14]([C:25]([OH:27])=[O:26])=[C:15]([C:18]2[CH:23]=[CH:22][C:21]([Cl:24])=[CH:20][CH:19]=2)[S:16][CH:17]=1)=[O:11], predict the reactants needed to synthesize it. The reactants are: [O:1]1[C:5]2[CH:6]=[CH:7][CH:8]=[CH:9][C:4]=2[CH:3]=[C:2]1[C:10]([NH:12][C:13]1[C:14]([C:25]([O:27]C)=[O:26])=[C:15]([C:18]2[CH:23]=[CH:22][C:21]([Cl:24])=[CH:20][CH:19]=2)[S:16][CH:17]=1)=[O:11].[OH-].[Li+].